From a dataset of Full USPTO retrosynthesis dataset with 1.9M reactions from patents (1976-2016). Predict the reactants needed to synthesize the given product. (1) Given the product [ClH:21].[CH3:17][N:2]([CH3:1])[CH2:3][C@H:4]([O:15][CH3:16])[C@@H:5]([C:8]1[CH:9]=[C:10]([OH:14])[CH:11]=[CH:12][CH:13]=1)[CH2:6][CH3:7], predict the reactants needed to synthesize it. The reactants are: [CH3:1][N:2]([CH3:17])[CH2:3][C@H:4]([O:15][CH3:16])[C@@H:5]([C:8]1[CH:9]=[C:10]([OH:14])[CH:11]=[CH:12][CH:13]=1)[CH2:6][CH3:7].O.C[Si](C)(C)[Cl:21]. (2) Given the product [S:2]1[CH:6]=[CH:5][N:4]=[C:3]1[C:16]1[CH2:17][N:18]([C:20]([O:22][C:23]([CH3:26])([CH3:25])[CH3:24])=[O:21])[CH2:19][CH2:14][CH:15]=1, predict the reactants needed to synthesize it. The reactants are: [Br-].[S:2]1[CH:6]=[CH:5][N:4]=[C:3]1[Zn+].FC(F)(F)S(O[C:14]1[CH2:19][N:18]([C:20]([O:22][C:23]([CH3:26])([CH3:25])[CH3:24])=[O:21])[CH2:17][CH2:16][CH:15]=1)(=O)=O.